The task is: Binary Classification. Given a miRNA mature sequence and a target amino acid sequence, predict their likelihood of interaction.. This data is from Experimentally validated miRNA-target interactions with 360,000+ pairs, plus equal number of negative samples. (1) The miRNA is hsa-miR-132-3p with sequence UAACAGUCUACAGCCAUGGUCG. The protein sequence of the target gene is MGKKQKNKSEDSTKDDIDLDALAAEIEGAGAAKEQEPQKSKGKKKKEKKKQDFDEDDILKELEELSLEAQGIKADRETVAVKPTENNEEEFTSKDKKKKGQKGKKQSFDDNDSEELEDKDSKSKKTAKPKVEMYSGSDDDDDFNKLPKKAKGKAQKSNKKWDGSEEDEDNSKKIKERSRINSSGESGDESDEFLQSRKGQKKNQKNKPGPNIESGNEDDDASFKIKTVAQKKAEKKERERKKRDEEKAKLRKLKEKEELETGKKDQSKQKESQRKFEEETVKSKVTVDTGVIPASEEKAE.... Result: 0 (no interaction). (2) The miRNA is hsa-miR-6741-3p with sequence UCGGCUCUCUCCCUCACCCUAG. The protein sequence of the target gene is MAAEIHSRPQSSRPVLLSKIEGHQDAVTAALLIPKEDGVITASEDRTIRVWLKRDSGQYWPSIYHTMASPCSAMAYHHDSRRIFVGQDNGAVMEFHVSEDFNKMNFIKTYPAHQNRVSAIIFSLAAEWVISTGHDKCVSWMCTRSGNMLGRHFFSSWASCLQYDLDTQHAFVGDYSGQITLLKLEQNTCSVITTLKGHEGSIACLWWDPIQRLLFSGASDNSVIMWDIGGRKGRTLLLQGHHDRVQSLCYLQLTRQLVSCSADGGIAVWNMDVSREEAPQWLESDSCQKCEQPFFWNIKQ.... Result: 0 (no interaction). (3) The miRNA is hsa-miR-4483 with sequence GGGGUGGUCUGUUGUUG. The protein sequence of the target gene is MQFVSTRPQPQQLGIQGLGLDSGSWSWAQALPPEEVCHQEPALRGEMAEGMPPMQAQEWDMDARRPMPFQFPPFPDRAPVFPDRMMREPQLPTAEISLWTVVAAIQAVERKVDAQASQLLNLEGRTGTAEKKLADCEKTAVEFGNHMESKWAVLGTLLQEYGLLQRRLENLENLLRNRNFWVLRLPPGSKGEAPKVPVTFVDIAVYFSEDEWKNLDEWQKELYNNLVKENYKTLMSLDAEGSVPKPDAPVQAEPREEPCVWEQRHPEEREIPMDPEAGAEPLVPAQDASSQVKREDTLCV.... Result: 0 (no interaction).